This data is from Full USPTO retrosynthesis dataset with 1.9M reactions from patents (1976-2016). The task is: Predict the reactants needed to synthesize the given product. (1) Given the product [CH3:45][C:44]1[O:43][C:42](=[O:46])[O:41][C:40]=1[CH2:39][O:38][C:36](=[O:37])[C:35]1[CH:47]=[CH:48][CH:49]=[C:33]([N:26]([CH2:25][C:22]2[CH:23]=[CH:24][C:19]([C:14]3[CH:15]=[CH:16][CH:17]=[CH:18][C:13]=3[C:11]3[NH:10][N:9]=[N:8][N:12]=3)=[CH:20][CH:21]=2)[C:27](=[O:32])[CH2:28][CH2:29][CH2:30][CH3:31])[CH:34]=1, predict the reactants needed to synthesize it. The reactants are: C1(C(C2C=CC=CC=2)(C2C=CC=CC=2)[N:8]2[N:12]=[C:11]([C:13]3[CH:18]=[CH:17][CH:16]=[CH:15][C:14]=3[C:19]3[CH:24]=[CH:23][C:22]([CH2:25][N:26]([C:33]4[CH:34]=[C:35]([CH:47]=[CH:48][CH:49]=4)[C:36]([O:38][CH2:39][C:40]4[O:41][C:42](=[O:46])[O:43][C:44]=4[CH3:45])=[O:37])[C:27](=[O:32])[CH2:28][CH2:29][CH2:30][CH3:31])=[CH:21][CH:20]=3)[N:10]=[N:9]2)C=CC=CC=1.C(O)(=O)C.O. (2) Given the product [C:11]1([CH:17]2[CH2:18][CH2:19][N:20]([C:2]3[N:3]=[CH:4][C:5]([NH2:8])=[CH:6][CH:7]=3)[CH2:21][CH2:22]2)[CH:16]=[CH:15][CH:14]=[CH:13][CH:12]=1, predict the reactants needed to synthesize it. The reactants are: Cl[C:2]1[CH:7]=[CH:6][C:5]([N+:8]([O-])=O)=[CH:4][N:3]=1.[C:11]1([CH:17]2[CH2:22][CH2:21][NH:20][CH2:19][CH2:18]2)[CH:16]=[CH:15][CH:14]=[CH:13][CH:12]=1. (3) Given the product [CH:1]1([CH2:7][CH2:8][CH2:9][C@@H:10]([C:15]2[O:19][N:18]=[C:17]([C:20]([NH:28][CH2:25][CH2:26][CH3:27])=[O:22])[N:16]=2)[CH2:11][C:12]([OH:14])=[O:13])[CH2:2][CH2:3][CH2:4][CH2:5][CH2:6]1, predict the reactants needed to synthesize it. The reactants are: [CH:1]1([CH2:7][CH2:8][CH2:9][C@@H:10]([C:15]2[O:19][N:18]=[C:17]([C:20]([O:22]CC)=O)[N:16]=2)[CH2:11][C:12]([OH:14])=[O:13])[CH2:6][CH2:5][CH2:4][CH2:3][CH2:2]1.[CH2:25]([NH2:28])[CH2:26][CH3:27]. (4) Given the product [Br:1][C:2]1[CH:7]=[CH:6][C:5]([CH2:8][CH2:9][N:10]([CH3:11])[C:15]([NH:14][C:17]2[CH:24]=[CH:23][CH:22]=[C:19]([C:20]#[N:21])[CH:18]=2)=[O:16])=[C:4]([CH2:12][CH3:13])[CH:3]=1, predict the reactants needed to synthesize it. The reactants are: [Br:1][C:2]1[CH:7]=[CH:6][C:5]([CH2:8][CH2:9][NH:10][CH3:11])=[C:4]([CH2:12][CH3:13])[CH:3]=1.[N:14]([C:17]1[CH:18]=[C:19]([CH:22]=[CH:23][CH:24]=1)[C:20]#[N:21])=[C:15]=[O:16]. (5) Given the product [NH:8]1[CH2:9][CH2:10][CH:11]([O:14][C:15]2[CH:23]=[CH:22][C:21]3[N:20]4[CH2:24][CH2:25][NH:26][C:27](=[O:28])[C:19]4=[CH:18][C:17]=3[CH:16]=2)[CH2:12][CH2:13]1, predict the reactants needed to synthesize it. The reactants are: C(OC([N:8]1[CH2:13][CH2:12][CH:11]([O:14][C:15]2[CH:23]=[CH:22][C:21]3[N:20]4[CH2:24][CH2:25][NH:26][C:27](=[O:28])[C:19]4=[CH:18][C:17]=3[CH:16]=2)[CH2:10][CH2:9]1)=O)(C)(C)C.FC(F)(F)C(O)=O.